From a dataset of Experimental lipophilicity measurements (octanol/water distribution) for 4,200 compounds from AstraZeneca. Regression/Classification. Given a drug SMILES string, predict its absorption, distribution, metabolism, or excretion properties. Task type varies by dataset: regression for continuous measurements (e.g., permeability, clearance, half-life) or binary classification for categorical outcomes (e.g., BBB penetration, CYP inhibition). For this dataset (lipophilicity_astrazeneca), we predict Y. (1) The molecule is OC1(c2ccc(-c3ccccc3)cc2)CN2CCC1CC2. The Y is 1.50 logD. (2) The compound is CC(C)C(NC(=O)Cn1c(-c2cccnc2)ncc(NC(=O)OCc2ccccc2)c1=O)C(=O)C(F)(F)F. The Y is 2.15 logD. (3) The drug is Fc1ccc(C2CCN(C(=S)COCc3ccncc3)CC2)c(Cl)c1. The Y is 4.23 logD. (4) The Y is 2.59 logD. The drug is C1=C(c2cc3ccccc3o2)C2CCN1CC2. (5) The molecule is CC(C)NNC(=O)c1ccncc1. The Y is 0.330 logD. (6) The drug is N#Cc1ccc2c(c1)NC(=O)C2c1ncnc2cc(OCCCN3CCOCC3)ccc12. The Y is 2.99 logD. (7) The compound is N=S(=O)(O)Cc1noc2ccccc12. The Y is 0.550 logD. (8) The compound is O=C(CN1CCOCC1)Nc1ccc(-c2cccc3c(=O)cc(N4CCOCC4)oc23)cc1-c1ccccc1. The Y is 3.40 logD. (9) The molecule is CNC(=O)c1cnn(-c2ccccc2)c1NS(=O)(=O)c1ccc(C)cc1. The Y is -0.540 logD. (10) The compound is O=C(c1ccc(OCCCc2c[nH]cn2)cc1)C1CC1. The Y is 2.68 logD.